Dataset: Forward reaction prediction with 1.9M reactions from USPTO patents (1976-2016). Task: Predict the product of the given reaction. Given the reactants [Cl:1][C:2]1[CH:3]=[N+:4]([O-:40])[CH:5]=[C:6]([Cl:39])[C:7]=1[CH2:8][C@@H:9]([C:24]1[CH:29]=[CH:28][C:27]([O:30][CH:31]([F:33])[F:32])=[C:26]([O:34][CH2:35][CH:36]2[CH2:38][CH2:37]2)[CH:25]=1)[O:10][C:11](=[O:23])[NH:12][C:13]1[CH:18]=[CH:17][C:16]([O:19][CH3:20])=[C:15]([O:21][CH3:22])[CH:14]=1.[H-].[Na+].I[CH3:44], predict the reaction product. The product is: [Cl:1][C:2]1[CH:3]=[N+:4]([O-:40])[CH:5]=[C:6]([Cl:39])[C:7]=1[CH2:8][C@@H:9]([C:24]1[CH:29]=[CH:28][C:27]([O:30][CH:31]([F:33])[F:32])=[C:26]([O:34][CH2:35][CH:36]2[CH2:38][CH2:37]2)[CH:25]=1)[O:10][C:11](=[O:23])[N:12]([C:13]1[CH:18]=[CH:17][C:16]([O:19][CH3:20])=[C:15]([O:21][CH3:22])[CH:14]=1)[CH3:44].